From a dataset of NCI-60 drug combinations with 297,098 pairs across 59 cell lines. Regression. Given two drug SMILES strings and cell line genomic features, predict the synergy score measuring deviation from expected non-interaction effect. (1) Cell line: SK-OV-3. Drug 1: C(=O)(N)NO. Synergy scores: CSS=28.8, Synergy_ZIP=-12.2, Synergy_Bliss=-2.91, Synergy_Loewe=-17.7, Synergy_HSA=-2.42. Drug 2: C1=NC2=C(N1)C(=S)N=CN2. (2) Drug 1: CC1=C2C(C(=O)C3(C(CC4C(C3C(C(C2(C)C)(CC1OC(=O)C(C(C5=CC=CC=C5)NC(=O)OC(C)(C)C)O)O)OC(=O)C6=CC=CC=C6)(CO4)OC(=O)C)OC)C)OC. Drug 2: CCN(CC)CCNC(=O)C1=C(NC(=C1C)C=C2C3=C(C=CC(=C3)F)NC2=O)C. Cell line: NCI-H322M. Synergy scores: CSS=42.4, Synergy_ZIP=1.83, Synergy_Bliss=-0.108, Synergy_Loewe=-41.5, Synergy_HSA=-1.57. (3) Drug 1: CC(C1=C(C=CC(=C1Cl)F)Cl)OC2=C(N=CC(=C2)C3=CN(N=C3)C4CCNCC4)N. Drug 2: COC1=C(C=C2C(=C1)N=CN=C2NC3=CC(=C(C=C3)F)Cl)OCCCN4CCOCC4. Cell line: NCIH23. Synergy scores: CSS=36.0, Synergy_ZIP=0.553, Synergy_Bliss=8.91, Synergy_Loewe=10.2, Synergy_HSA=11.3. (4) Drug 1: CNC(=O)C1=NC=CC(=C1)OC2=CC=C(C=C2)NC(=O)NC3=CC(=C(C=C3)Cl)C(F)(F)F. Drug 2: CN(CCCl)CCCl.Cl. Cell line: OVCAR-4. Synergy scores: CSS=-0.651, Synergy_ZIP=0.149, Synergy_Bliss=1.02, Synergy_Loewe=-3.30, Synergy_HSA=-0.592. (5) Drug 1: C1CC(=O)NC(=O)C1N2C(=O)C3=CC=CC=C3C2=O. Drug 2: CC(C)NC(=O)C1=CC=C(C=C1)CNNC.Cl. Cell line: M14. Synergy scores: CSS=4.95, Synergy_ZIP=-0.997, Synergy_Bliss=-2.04, Synergy_Loewe=-0.596, Synergy_HSA=-2.80. (6) Drug 1: C1CCN(CC1)CCOC2=CC=C(C=C2)C(=O)C3=C(SC4=C3C=CC(=C4)O)C5=CC=C(C=C5)O. Drug 2: CCN(CC)CCNC(=O)C1=C(NC(=C1C)C=C2C3=C(C=CC(=C3)F)NC2=O)C. Cell line: A549. Synergy scores: CSS=-2.94, Synergy_ZIP=2.14, Synergy_Bliss=-0.540, Synergy_Loewe=-4.39, Synergy_HSA=-4.57.